This data is from Full USPTO retrosynthesis dataset with 1.9M reactions from patents (1976-2016). The task is: Predict the reactants needed to synthesize the given product. (1) The reactants are: Cl.ON.[Br:4][C:5]1[CH:6]=[C:7]([C:11](=[O:17])[CH:12]=[CH:13][N:14](C)C)[CH:8]=[N:9][CH:10]=1. Given the product [Br:4][C:5]1[CH:6]=[C:7]([C:11]2[O:17][N:14]=[CH:13][CH:12]=2)[CH:8]=[N:9][CH:10]=1, predict the reactants needed to synthesize it. (2) Given the product [CH3:1][C:2]1[S:6][C:5]2[CH:7]=[C:8]([O:11][C:12]3[CH:17]=[CH:16][N:15]=[C:14]4[CH:18]=[C:19]([CH3:21])[S:20][C:13]=34)[CH:9]=[CH:10][C:4]=2[C:3]=1[C:22]([Cl:27])=[O:24], predict the reactants needed to synthesize it. The reactants are: [CH3:1][C:2]1[S:6][C:5]2[CH:7]=[C:8]([O:11][C:12]3[CH:17]=[CH:16][N:15]=[C:14]4[CH:18]=[C:19]([CH3:21])[S:20][C:13]=34)[CH:9]=[CH:10][C:4]=2[C:3]=1[C:22]([OH:24])=O.S(Cl)([Cl:27])=O. (3) Given the product [NH2:9][C:10]1[C:11]2[CH:18]=[CH:17][N:16]([C@@H:19]3[O:25][C@H:24]([CH2:26][O:27][C:28](=[O:36])[CH2:29][CH2:30][CH2:31][CH2:32][CH2:33][CH2:34][CH3:35])[C@@H:22]([OH:23])[C@@:20]3([CH3:37])[OH:21])[C:12]=2[N:13]=[CH:14][N:15]=1, predict the reactants needed to synthesize it. The reactants are: COC1C=CC([N:9](C(C2C=CC=CC=2)C2C=CC=CC=2)[C:10]2[C:11]3[CH:18]=[CH:17][N:16]([C@@H:19]4[O:25][C@H:24]([CH2:26][O:27][C:28](=[O:36])[CH2:29][CH2:30][CH2:31][CH2:32][CH2:33][CH2:34][CH3:35])[C@@H:22]([OH:23])[C@@:20]4([CH3:37])[OH:21])[C:12]=3[N:13]=[CH:14][N:15]=2)=CC=1.CO.C(O)(=O)C. (4) Given the product [ClH:36].[NH2:16][C@H:15]([C:24](=[O:25])[N:41]1[CH2:42][CH2:43][CH2:44][C@H:40]1[C:38]#[N:39])[CH2:14][CH2:13][CH2:12][NH:11][S:33]([CH:27]1[CH2:32][CH2:31][CH2:30][CH2:29][CH2:28]1)(=[O:35])=[O:34], predict the reactants needed to synthesize it. The reactants are: C(OC([NH:11][CH2:12][CH2:13][CH2:14][C@@H:15]([C:24](O)=[O:25])[NH:16]C(OC(C)(C)C)=O)=O)C1C=CC=CC=1.[CH:27]1([S:33]([Cl:36])(=[O:35])=[O:34])[CH2:32][CH2:31][CH2:30][CH2:29][CH2:28]1.Cl.[C:38]([C@@H:40]1[CH2:44][CH2:43][CH2:42][NH:41]1)#[N:39]. (5) Given the product [CH3:1][S:2][C:3]1[C:4]2[C:5]([CH2:22][C:23]3[CH:24]=[CH:25][C:26]([Cl:29])=[CH:27][CH:28]=3)=[CH:6][NH:7][C:8]=2[CH:9]=[CH:10][CH:11]=1, predict the reactants needed to synthesize it. The reactants are: [CH3:1][S:2][C:3]1[C:4]2[C:5]([CH2:22][C:23]3[CH:28]=[CH:27][C:26]([Cl:29])=[CH:25][CH:24]=3)=[CH:6][N:7]([Si](C(C)C)(C(C)C)C(C)C)[C:8]=2[CH:9]=[CH:10][CH:11]=1.CCCC[N+](CCCC)(CCCC)CCCC.[F-].O. (6) Given the product [CH3:13][O:12][C:6]1[CH:5]=[C:4]2[C:9]([N:10]=[CH:11][C:2]([C:22]3[CH:23]=[CH:24][C:25]([CH2:28][C:29]([NH:31][C:32]4[CH:36]=[C:35]([C:37]5([C:40]([F:43])([F:41])[F:42])[CH2:38][CH2:39]5)[O:34][N:33]=4)=[O:30])=[CH:26][CH:27]=3)=[N:3]2)=[CH:8][CH:7]=1, predict the reactants needed to synthesize it. The reactants are: Cl[C:2]1[CH:11]=[N:10][C:9]2[C:4](=[CH:5][C:6]([O:12][CH3:13])=[CH:7][CH:8]=2)[N:3]=1.CC1(C)C(C)(C)OB([C:22]2[CH:27]=[CH:26][C:25]([CH2:28][C:29]([NH:31][C:32]3[CH:36]=[C:35]([C:37]4([C:40]([F:43])([F:42])[F:41])[CH2:39][CH2:38]4)[O:34][N:33]=3)=[O:30])=[CH:24][CH:23]=2)O1.C([O-])([O-])=O.[Na+].[Na+]. (7) The reactants are: [CH3:1][C:2]1([CH3:24])[CH2:11][CH2:10][CH2:9][C:8]2[CH:7]=[C:6]([C:12]3[N:13]=[C:14]([N:17]4[CH2:22][CH2:21][CH:20]([NH2:23])[CH2:19][CH2:18]4)[S:15][CH:16]=3)[CH:5]=[CH:4][C:3]1=2.[Si](O[CH2:33][CH:34]=[O:35])(C(C)(C)C)(C)C.C[N+](C)(C)C.C1C[O:44][CH2:43][CH2:42]1. Given the product [CH3:1][C:2]1([CH3:24])[CH2:11][CH2:10][CH2:9][C:8]2[CH:7]=[C:6]([C:12]3[N:13]=[C:14]([N:17]4[CH2:22][CH2:21][CH:20]([N:23]([CH2:33][CH2:34][OH:35])[CH2:42][CH2:43][OH:44])[CH2:19][CH2:18]4)[S:15][CH:16]=3)[CH:5]=[CH:4][C:3]1=2, predict the reactants needed to synthesize it. (8) Given the product [OH:1][CH2:2][CH2:3][CH2:4][N:5]1[CH2:10][CH2:9][N:8]([CH2:18][C:19]([NH:21][C:22]2[C:27]([CH:28]([CH3:30])[CH3:29])=[CH:26][C:25]([OH:31])=[CH:24][C:23]=2[CH:32]([CH3:34])[CH3:33])=[O:20])[CH2:7][CH2:6]1, predict the reactants needed to synthesize it. The reactants are: [OH:1][CH2:2][CH2:3][CH2:4][N:5]1[CH2:10][CH2:9][NH:8][CH2:7][CH2:6]1.C(=O)([O-])[O-].[K+].[K+].Br[CH2:18][C:19]([NH:21][C:22]1[C:27]([CH:28]([CH3:30])[CH3:29])=[CH:26][C:25]([OH:31])=[CH:24][C:23]=1[CH:32]([CH3:34])[CH3:33])=[O:20].[Cl-].[NH4+]. (9) Given the product [CH2:20]([O:9][CH2:8][CH:7]([C:6]1[N:2]([CH3:1])[N:3]=[CH:4][C:5]=1[N+:13]([O-:15])=[O:14])[CH2:10][CH:11]=[CH2:12])[CH:19]=[CH2:18], predict the reactants needed to synthesize it. The reactants are: [CH3:1][N:2]1[C:6]([CH:7]([CH2:10][CH:11]=[CH2:12])[CH2:8][OH:9])=[C:5]([N+:13]([O-:15])=[O:14])[CH:4]=[N:3]1.[H-].[Na+].[CH2:18](Br)[CH:19]=[CH2:20].